Dataset: Forward reaction prediction with 1.9M reactions from USPTO patents (1976-2016). Task: Predict the product of the given reaction. Given the reactants [NH2:1][C:2]1[CH:7]=[CH:6][C:5]([N+:8]([O-])=O)=[CH:4][C:3]=1[S:11]([NH2:14])(=[O:13])=[O:12].[H][H], predict the reaction product. The product is: [NH2:1][C:2]1[CH:7]=[CH:6][C:5]([NH2:8])=[CH:4][C:3]=1[S:11]([NH2:14])(=[O:12])=[O:13].